From a dataset of Full USPTO retrosynthesis dataset with 1.9M reactions from patents (1976-2016). Predict the reactants needed to synthesize the given product. (1) Given the product [F:1][C:2]1[CH:3]=[C:4]([CH2:8][CH2:9][C:10]2[O:14][C:13]([C:15]3[CH:20]=[CH:19][N:18]=[C:17]([N:21]([CH2:39][CH2:38][CH2:37][C:31]4[CH:36]=[CH:35][CH:34]=[CH:33][CH:32]=4)[C:22](=[O:28])[O:23][C:24]([CH3:25])([CH3:27])[CH3:26])[CH:16]=3)=[N:12][N:11]=2)[CH:5]=[CH:6][CH:7]=1, predict the reactants needed to synthesize it. The reactants are: [F:1][C:2]1[CH:3]=[C:4]([CH2:8][CH2:9][C:10]2[O:14][C:13]([C:15]3[CH:20]=[CH:19][N:18]=[C:17]([NH:21][C:22](=[O:28])[O:23][C:24]([CH3:27])([CH3:26])[CH3:25])[CH:16]=3)=[N:12][N:11]=2)[CH:5]=[CH:6][CH:7]=1.[H-].[Na+].[C:31]1([CH2:37][CH2:38][CH2:39]Br)[CH:36]=[CH:35][CH:34]=[CH:33][CH:32]=1.[I-].[K+]. (2) The reactants are: [CH3:1][O:2][C:3]1[C:8]([O:9][CH3:10])=[CH:7][CH:6]=[CH:5][C:4]=1[CH2:11][CH2:12][NH:13][C:14](=O)[CH3:15].O=P12OP3(OP(OP(O3)(O1)=O)(=O)O2)=O. Given the product [CH3:1][O:2][C:3]1[C:8]([O:9][CH3:10])=[CH:7][CH:6]=[C:5]2[C:4]=1[CH2:11][CH2:12][N:13]=[C:14]2[CH3:15], predict the reactants needed to synthesize it.